Dataset: CYP1A2 inhibition data for predicting drug metabolism from PubChem BioAssay. Task: Regression/Classification. Given a drug SMILES string, predict its absorption, distribution, metabolism, or excretion properties. Task type varies by dataset: regression for continuous measurements (e.g., permeability, clearance, half-life) or binary classification for categorical outcomes (e.g., BBB penetration, CYP inhibition). Dataset: cyp1a2_veith. (1) The compound is COc1ccccc1-c1cc(NCc2ccccc2)ncn1. The result is 1 (inhibitor). (2) The result is 0 (non-inhibitor). The molecule is Cc1ccc(S(=O)(=O)N2CCN(Cc3ccccc3C(F)(F)F)CC2)cc1.